This data is from Reaction yield outcomes from USPTO patents with 853,638 reactions. The task is: Predict the reaction yield, written as a fraction of the theoretical maximum amount of product (1.0 means a 100% yield; for example, 0.34 means a 34% yield). (1) The reactants are [O:1]=[C:2]1[C:10]2[C:5](=[CH:6][CH:7]=[CH:8][CH:9]=2)C(=O)[N:3]1[CH2:12][C:13]1[C:22]2[C:17](=[CH:18][CH:19]=[CH:20][CH:21]=2)[C:16]([CH:23]=O)=[CH:15][CH:14]=1.[C:25]([O-:28])([O-])=O.[K+].[K+].O1CCOC[CH2:32]1. The catalyst is [Br-].C[P+](C1C=CC=CC=1)(C1C=CC=CC=1)C1C=CC=CC=1. The product is [CH:23]([C:16]1[C:17]2[C:22](=[CH:21][CH:20]=[CH:19][CH:18]=2)[C:13]([CH2:12][N:3]2[C:2](=[O:1])[C:10]3[C:5](=[CH:6][CH:7]=[CH:8][CH:9]=3)[C:25]2=[O:28])=[CH:14][CH:15]=1)=[CH2:32]. The yield is 0.670. (2) The reactants are [OH:1][CH:2]([CH3:23])[CH2:3][CH2:4][C:5]1[O:6][C:7]2[C:16]3[CH:15]([CH2:17][CH2:18][NH:19][C:20](=[O:22])[CH3:21])[CH2:14][CH2:13][C:12]=3[CH:11]=[CH:10][C:8]=2[N:9]=1.C[N+]1([O-])CCOCC1.O. The catalyst is C(#N)C. The product is [O:1]=[C:2]([CH3:23])[CH2:3][CH2:4][C:5]1[O:6][C:7]2[C:16]3[CH:15]([CH2:17][CH2:18][NH:19][C:20](=[O:22])[CH3:21])[CH2:14][CH2:13][C:12]=3[CH:11]=[CH:10][C:8]=2[N:9]=1. The yield is 0.310.